This data is from NCI-60 drug combinations with 297,098 pairs across 59 cell lines. The task is: Regression. Given two drug SMILES strings and cell line genomic features, predict the synergy score measuring deviation from expected non-interaction effect. (1) Drug 1: CC1=C(C=C(C=C1)NC2=NC=CC(=N2)N(C)C3=CC4=NN(C(=C4C=C3)C)C)S(=O)(=O)N.Cl. Drug 2: COCCOC1=C(C=C2C(=C1)C(=NC=N2)NC3=CC=CC(=C3)C#C)OCCOC.Cl. Cell line: HOP-92. Synergy scores: CSS=21.8, Synergy_ZIP=5.38, Synergy_Bliss=10.4, Synergy_Loewe=11.0, Synergy_HSA=11.5. (2) Drug 1: CCC1(CC2CC(C3=C(CCN(C2)C1)C4=CC=CC=C4N3)(C5=C(C=C6C(=C5)C78CCN9C7C(C=CC9)(C(C(C8N6C)(C(=O)OC)O)OC(=O)C)CC)OC)C(=O)OC)O.OS(=O)(=O)O. Drug 2: CC12CCC3C(C1CCC2OP(=O)(O)O)CCC4=C3C=CC(=C4)OC(=O)N(CCCl)CCCl.[Na+]. Cell line: HT29. Synergy scores: CSS=37.1, Synergy_ZIP=5.05, Synergy_Bliss=6.80, Synergy_Loewe=5.73, Synergy_HSA=7.54. (3) Drug 1: CS(=O)(=O)C1=CC(=C(C=C1)C(=O)NC2=CC(=C(C=C2)Cl)C3=CC=CC=N3)Cl. Drug 2: CC(C)CN1C=NC2=C1C3=CC=CC=C3N=C2N. Cell line: RPMI-8226. Synergy scores: CSS=-11.3, Synergy_ZIP=3.78, Synergy_Bliss=-1.09, Synergy_Loewe=-7.14, Synergy_HSA=-9.22. (4) Drug 1: C1=C(C(=O)NC(=O)N1)N(CCCl)CCCl. Drug 2: CC1C(C(=O)NC(C(=O)N2CCCC2C(=O)N(CC(=O)N(C(C(=O)O1)C(C)C)C)C)C(C)C)NC(=O)C3=C4C(=C(C=C3)C)OC5=C(C(=O)C(=C(C5=N4)C(=O)NC6C(OC(=O)C(N(C(=O)CN(C(=O)C7CCCN7C(=O)C(NC6=O)C(C)C)C)C)C(C)C)C)N)C. Cell line: NCI-H322M. Synergy scores: CSS=-4.14, Synergy_ZIP=2.04, Synergy_Bliss=-4.81, Synergy_Loewe=-7.66, Synergy_HSA=-6.92. (5) Drug 1: C1=NC(=NC(=O)N1C2C(C(C(O2)CO)O)O)N. Drug 2: C1CCC(C(C1)N)N.C(=O)(C(=O)[O-])[O-].[Pt+4]. Cell line: NCI-H460. Synergy scores: CSS=68.7, Synergy_ZIP=-0.868, Synergy_Bliss=-0.289, Synergy_Loewe=-6.69, Synergy_HSA=2.38.